This data is from Peptide-MHC class I binding affinity with 185,985 pairs from IEDB/IMGT. The task is: Regression. Given a peptide amino acid sequence and an MHC pseudo amino acid sequence, predict their binding affinity value. This is MHC class I binding data. (1) The peptide sequence is KSMREEYRK. The MHC is HLA-A31:01 with pseudo-sequence HLA-A31:01. The binding affinity (normalized) is 0.245. (2) The peptide sequence is NHINVELSR. The MHC is HLA-B38:01 with pseudo-sequence HLA-B38:01. The binding affinity (normalized) is 0.0326. (3) The peptide sequence is QYAEMWAQDAA. The MHC is HLA-A11:01 with pseudo-sequence HLA-A11:01. The binding affinity (normalized) is 0. (4) The peptide sequence is YREAGIPVL. The MHC is HLA-B44:02 with pseudo-sequence HLA-B44:02. The binding affinity (normalized) is 0.0847. (5) The peptide sequence is TLNVLAWLY. The MHC is HLA-A11:01 with pseudo-sequence HLA-A11:01. The binding affinity (normalized) is 0.703. (6) The peptide sequence is TVKSMILHEI. The MHC is HLA-B15:03 with pseudo-sequence HLA-B15:03. The binding affinity (normalized) is 0.333. (7) The peptide sequence is VLPVPGASV. The MHC is HLA-B08:01 with pseudo-sequence HLA-B08:01. The binding affinity (normalized) is 0.0847. (8) The peptide sequence is KQWGWFALL. The MHC is HLA-E01:01 with pseudo-sequence HLA-E01:03. The binding affinity (normalized) is 0.0847. (9) The MHC is HLA-B08:01 with pseudo-sequence HLA-B08:01. The binding affinity (normalized) is 0.672. The peptide sequence is FHKKRVEPL.